This data is from Peptide-MHC class I binding affinity with 185,985 pairs from IEDB/IMGT. The task is: Regression. Given a peptide amino acid sequence and an MHC pseudo amino acid sequence, predict their binding affinity value. This is MHC class I binding data. (1) The peptide sequence is LPFPFLYKFLL. The MHC is HLA-A02:02 with pseudo-sequence HLA-A02:02. The binding affinity (normalized) is 0.183. (2) The MHC is HLA-A02:02 with pseudo-sequence HLA-A02:02. The binding affinity (normalized) is 0.643. The peptide sequence is YMLFTKFFYL. (3) The peptide sequence is DRKLRINSL. The MHC is HLA-A03:01 with pseudo-sequence HLA-A03:01. The binding affinity (normalized) is 0. (4) The peptide sequence is FPLTQRDVL. The MHC is HLA-A26:01 with pseudo-sequence HLA-A26:01. The binding affinity (normalized) is 0.0847.